This data is from Cav3 T-type calcium channel HTS with 100,875 compounds. The task is: Binary Classification. Given a drug SMILES string, predict its activity (active/inactive) in a high-throughput screening assay against a specified biological target. (1) The drug is s1c(CNC(=O)C2CN(C(=O)C2)c2ccc(cc2)C)ccc1. The result is 0 (inactive). (2) The compound is s1c(c(cc1)C)/C=C\c1nc2c(cc1)cccc2O. The result is 0 (inactive). (3) The drug is S(CC(=O)NC(CCc1ccccc1)C)c1n(nnn1)C. The result is 0 (inactive). (4) The molecule is S(c1c(NC(=O)c2noc(C(C)C)c2)cccc1)C. The result is 0 (inactive). (5) The molecule is S1CCn2c1nc(c2)c1cc(O)c(O)cc1. The result is 0 (inactive). (6) The compound is OC1(CCCCC1)C#Cc1ccc(C(=O)N2CCN(CC2)C(OCC)=O)cc1. The result is 0 (inactive).